From a dataset of Peptide-MHC class I binding affinity with 185,985 pairs from IEDB/IMGT. Regression. Given a peptide amino acid sequence and an MHC pseudo amino acid sequence, predict their binding affinity value. This is MHC class I binding data. (1) The peptide sequence is AFDLSHFLK. The MHC is HLA-B51:01 with pseudo-sequence HLA-B51:01. The binding affinity (normalized) is 0. (2) The peptide sequence is YSMGPSPPI. The MHC is H-2-Kb with pseudo-sequence H-2-Kb. The binding affinity (normalized) is 0.407. (3) The peptide sequence is YLGAFLSVL. The MHC is HLA-A02:01 with pseudo-sequence HLA-A02:01. The binding affinity (normalized) is 0.741. (4) The peptide sequence is GVVTKSGDY. The MHC is HLA-A26:01 with pseudo-sequence HLA-A26:01. The binding affinity (normalized) is 0.280. (5) The peptide sequence is TIERIFNAK. The MHC is HLA-A11:01 with pseudo-sequence HLA-A11:01. The binding affinity (normalized) is 0.987. (6) The peptide sequence is HSKRKCDEL. The MHC is HLA-B53:01 with pseudo-sequence HLA-B53:01. The binding affinity (normalized) is 0.0470. (7) The peptide sequence is NSKFKNFRVYY. The MHC is Mamu-A02 with pseudo-sequence Mamu-A02. The binding affinity (normalized) is 0.206. (8) The peptide sequence is SLLFREVWK. The MHC is HLA-A26:01 with pseudo-sequence HLA-A26:01. The binding affinity (normalized) is 0.0847. (9) The peptide sequence is LGGLACDLP. The MHC is HLA-A02:01 with pseudo-sequence HLA-A02:01. The binding affinity (normalized) is 0. (10) The peptide sequence is DLNLGNLN. The MHC is HLA-A02:01 with pseudo-sequence HLA-A02:01. The binding affinity (normalized) is 0.213.